From a dataset of Orexin1 receptor HTS with 218,158 compounds and 233 confirmed actives. Binary Classification. Given a drug SMILES string, predict its activity (active/inactive) in a high-throughput screening assay against a specified biological target. The molecule is Brc1c(cc(NS(=O)(=O)c2c(c(n(c2C)C)C)C(=O)N2CCOCC2)cc1)C. The result is 0 (inactive).